From a dataset of CYP2C19 inhibition data for predicting drug metabolism from PubChem BioAssay. Regression/Classification. Given a drug SMILES string, predict its absorption, distribution, metabolism, or excretion properties. Task type varies by dataset: regression for continuous measurements (e.g., permeability, clearance, half-life) or binary classification for categorical outcomes (e.g., BBB penetration, CYP inhibition). Dataset: cyp2c19_veith. (1) The compound is COc1cccc(-c2cncnc2NCc2cccc(C)c2)c1. The result is 1 (inhibitor). (2) The drug is COc1ccc(-c2nc3cnc(N4CCN(C)CC4)nc3n(CCc3ccccc3)c2=O)cc1. The result is 0 (non-inhibitor). (3) The drug is O=C(CCC1CCCCC1)Nc1c2c(nn1-c1ccc(F)cc1)CS(=O)(=O)C2. The result is 1 (inhibitor). (4) The drug is CC(=O)Nc1ccnc(-c2cccnc2)n1. The result is 0 (non-inhibitor). (5) The compound is N[C@@H](Cc1nn[nH]n1)C(=O)O. The result is 0 (non-inhibitor). (6) The compound is C[C@@H]1C[C@H]2[C@H]3C[C@@H](F)C4=CC(=O)C=C[C@]4(C)[C@@]3(Cl)[C@@H](O)C[C@@]2(C)[C@@H]1C(=O)COC(=O)C(C)(C)C. The result is 0 (non-inhibitor).